Predict which catalyst facilitates the given reaction. From a dataset of Catalyst prediction with 721,799 reactions and 888 catalyst types from USPTO. (1) Reactant: [C:1]([C:3]1[CH:4]=[C:5]([N+:10]([O-:12])=[O:11])[CH:6]=[CH:7][C:8]=1F)#[N:2].[F:13][C:14]1[CH:19]=[CH:18][C:17]([OH:20])=[CH:16][C:15]=1[NH:21][C:22](=[O:34])[CH2:23][C:24]1[CH:29]=[CH:28][CH:27]=[C:26]([C:30]([F:33])([F:32])[F:31])[CH:25]=1.C(=O)([O-])[O-].[K+].[K+]. Product: [C:1]([C:3]1[CH:4]=[C:5]([N+:10]([O-:12])=[O:11])[CH:6]=[CH:7][C:8]=1[O:20][C:17]1[CH:18]=[CH:19][C:14]([F:13])=[C:15]([NH:21][C:22](=[O:34])[CH2:23][C:24]2[CH:29]=[CH:28][CH:27]=[C:26]([C:30]([F:31])([F:32])[F:33])[CH:25]=2)[CH:16]=1)#[N:2]. The catalyst class is: 42. (2) Reactant: [CH3:1][C:2]1[CH:7]=[CH:6][C:5]([C:8]2([C:18]3[CH:23]=[CH:22][C:21]([CH3:24])=[CH:20][CH:19]=3)[CH:12]3[CH2:13][NH:14][CH2:15][CH2:16][N:11]3[C:10](=[O:17])[O:9]2)=[CH:4][CH:3]=1.[F:25][C:26]1[CH:31]=[C:30]([F:32])[CH:29]=[CH:28][C:27]=1[N:33]=[C:34]=[O:35]. Product: [CH3:1][C:2]1[CH:3]=[CH:4][C:5]([C:8]2([C:18]3[CH:23]=[CH:22][C:21]([CH3:24])=[CH:20][CH:19]=3)[CH:12]3[CH2:13][N:14]([C:34]([NH:33][C:27]4[CH:28]=[CH:29][C:30]([F:32])=[CH:31][C:26]=4[F:25])=[O:35])[CH2:15][CH2:16][N:11]3[C:10](=[O:17])[O:9]2)=[CH:6][CH:7]=1. The catalyst class is: 30. (3) Reactant: N1(O[C:11]2[N:21]=[C:20]([N:22]3[CH2:27][CH2:26][CH:25]([C:28](=[O:40])[NH:29][S:30]([CH2:33][C:34]4[CH:39]=[CH:38][CH:37]=[CH:36][CH:35]=4)(=[O:32])=[O:31])[CH2:24][CH2:23]3)[C:19]([C:41]#[N:42])=[CH:18][C:12]=2[C:13]([O:15][CH2:16][CH3:17])=[O:14])C2C=CC=CC=2N=N1.[SH:43][CH2:44][C:45]([OH:47])=[O:46].CCN(C(C)C)C(C)C.O.[NH4+].[Cl-].Cl. Product: [CH2:33]([S:30]([NH:29][C:28]([CH:25]1[CH2:26][CH2:27][N:22]([C:20]2[N:21]=[C:11]([S:43][CH2:44][C:45]([OH:47])=[O:46])[C:12]([C:13]([O:15][CH2:16][CH3:17])=[O:14])=[CH:18][C:19]=2[C:41]#[N:42])[CH2:23][CH2:24]1)=[O:40])(=[O:31])=[O:32])[C:34]1[CH:35]=[CH:36][CH:37]=[CH:38][CH:39]=1. The catalyst class is: 1. (4) Reactant: [O:1]1[CH2:6][CH2:5][CH:4]([CH2:7][C:8]([CH:10]2[C:15](=O)[CH2:14][CH2:13][O:12][CH2:11]2)=O)[CH2:3][CH2:2]1.[CH3:17][C:18]1[N:19]([C:23]2[CH:28]=[CH:27][C:26]([NH:29][C:30]([NH2:32])=[NH:31])=[CH:25][CH:24]=2)[CH:20]=[CH:21][N:22]=1.C(=O)([O-])[O-].[K+].[K+].C(Cl)Cl. Product: [CH3:17][C:18]1[N:19]([C:23]2[CH:24]=[CH:25][C:26]([NH:29][C:30]3[N:31]=[C:8]([CH2:7][CH:4]4[CH2:5][CH2:6][O:1][CH2:2][CH2:3]4)[C:10]4[CH2:11][O:12][CH2:13][CH2:14][C:15]=4[N:32]=3)=[CH:27][CH:28]=2)[CH:20]=[CH:21][N:22]=1. The catalyst class is: 88. (5) Reactant: N(C(OCC)=O)=NC(OCC)=O.[OH:13][CH2:14][CH2:15][O:16][C:17]1[C:18]([N:22]2[CH2:27][CH2:26][N:25]([C:28]([O:30][C:31]([CH3:34])([CH3:33])[CH3:32])=[O:29])[CH2:24][CH2:23]2)=[N:19][S:20][N:21]=1.C1(P(C2C=CC=CC=2)C2C=CC=CC=2)C=CC=CC=1.O[C:55]1[CH:64]=[C:63]2[C:58]([CH:59]=[CH:60][C:61](=[O:65])[O:62]2)=[CH:57][CH:56]=1. Product: [O:65]=[C:61]1[CH:60]=[CH:59][C:58]2[C:63](=[CH:64][C:55]([O:13][CH2:14][CH2:15][O:16][C:17]3[C:18]([N:22]4[CH2:27][CH2:26][N:25]([C:28]([O:30][C:31]([CH3:34])([CH3:33])[CH3:32])=[O:29])[CH2:24][CH2:23]4)=[N:19][S:20][N:21]=3)=[CH:56][CH:57]=2)[O:62]1. The catalyst class is: 1.